From a dataset of Catalyst prediction with 721,799 reactions and 888 catalyst types from USPTO. Predict which catalyst facilitates the given reaction. (1) Reactant: C1C=CC(P(C2C=CC=CC=2)C2C=CC=CC=2)=CC=1.C(N1C[C@@H:30](O)[C@H:29]([NH:33][S:34]([C:37]2[CH:42]=[CH:41][C:40]([C:43]3[CH:48]=[CH:47][CH:46]=[CH:45][CH:44]=3)=[CH:39][CH:38]=2)(=[O:36])=[O:35])C1)(OC(C)(C)C)=O.N(C(OCC)=O)=NC(OCC)=O. The catalyst class is: 1. Product: [C:43]1([C:40]2[CH:41]=[CH:42][C:37]([S:34]([N:33]3[CH2:30][CH2:29]3)(=[O:36])=[O:35])=[CH:38][CH:39]=2)[CH:48]=[CH:47][CH:46]=[CH:45][CH:44]=1. (2) Reactant: [SH:1][CH2:2][C:3]#[N:4].[CH3:5][O:6][C:7]1[CH:32]=[C:31]([O:33][CH3:34])[CH:30]=[CH:29][C:8]=1[CH2:9][N:10]1[C@@:18]([C:20]2[CH:25]=[CH:24][CH:23]=[CH:22][C:21]=2[F:26])([CH3:19])[C@@H:17]2[C@@H:13]([CH2:14][O:15][CH2:16]2)OS1(=O)=O.CN(C)C(N(C)C)=N.S(=O)(=O)(O)O.C(=O)([O-])O.[Na+]. Product: [CH3:5][O:6][C:7]1[CH:32]=[C:31]([O:33][CH3:34])[CH:30]=[CH:29][C:8]=1[CH2:9][NH:10][C@@:18]([C@H:17]1[CH2:16][O:15][CH2:14][C@@H:13]1[S:1][CH2:2][C:3]#[N:4])([C:20]1[CH:25]=[CH:24][CH:23]=[CH:22][C:21]=1[F:26])[CH3:19]. The catalyst class is: 9. (3) Reactant: [Cl:1][C:2]1[CH:7]=[CH:6][CH:5]=[CH:4][C:3]=1[C:8]([C:10]1[CH:15]=[CH:14][C:13]2[C:16]3([CH2:31][O:32][C:12]=2[CH:11]=1)[CH2:21][CH2:20][N:19]([CH2:22][CH2:23][C:24]([O:26]C(C)(C)C)=[O:25])[CH2:18][CH2:17]3)=[O:9].O1CCOC[CH2:34]1. Product: [ClH:1].[CH3:34][C:2]1[CH:7]=[CH:6][CH:5]=[CH:4][C:3]=1[C:8]([C:10]1[CH:15]=[CH:14][C:13]2[C:16]3([CH2:31][O:32][C:12]=2[CH:11]=1)[CH2:17][CH2:18][N:19]([CH2:22][CH2:23][C:24]([OH:26])=[O:25])[CH2:20][CH2:21]3)=[O:9]. The catalyst class is: 33. (4) Reactant: CC([Si](C)(C)[O:6][C:7]1[CH:12]=[CH:11][C:10]([CH2:13][CH2:14][N:15]2[CH2:20][CH2:19][N:18]([C:21]([O:23][C:24]([CH3:27])([CH3:26])[CH3:25])=[O:22])[CH2:17][CH2:16]2)=[CH:9][CH:8]=1)(C)C.[F-].C([N+](CCCC)(CCCC)CCCC)CCC. Product: [OH:6][C:7]1[CH:8]=[CH:9][C:10]([CH2:13][CH2:14][N:15]2[CH2:16][CH2:17][N:18]([C:21]([O:23][C:24]([CH3:27])([CH3:26])[CH3:25])=[O:22])[CH2:19][CH2:20]2)=[CH:11][CH:12]=1. The catalyst class is: 1. (5) Reactant: [N+:1]([C:4]1[CH:12]=[CH:11][C:7]2[NH:8][N:9]=[N:10][C:6]=2[CH:5]=1)([O-:3])=[O:2].[N+:13]([O-])([OH:15])=[O:14]. Product: [N+:13]([C:12]1[C:4]([N+:1]([O-:3])=[O:2])=[CH:5][C:6]2[NH:10][N:9]=[N:8][C:7]=2[CH:11]=1)([O-:15])=[O:14]. The catalyst class is: 65.